This data is from Forward reaction prediction with 1.9M reactions from USPTO patents (1976-2016). The task is: Predict the product of the given reaction. (1) The product is: [C:1]([C:5]1[CH:9]=[C:8]([NH:10][C:11]([NH:46][C:39]2[C:40]3[C:45](=[CH:44][CH:43]=[CH:42][CH:41]=3)[C:36]([O:35][C:33]3[CH:32]=[CH:31][N:30]=[C:29]([Cl:28])[N:34]=3)=[CH:37][CH:38]=2)=[O:19])[N:7]([C:20]2[CH:21]=[CH:22][C:23]([O:26][CH3:27])=[CH:24][CH:25]=2)[N:6]=1)([CH3:2])([CH3:3])[CH3:4]. Given the reactants [C:1]([C:5]1[CH:9]=[C:8]([NH:10][C:11](=[O:19])OC2C=CC=CC=2)[N:7]([C:20]2[CH:25]=[CH:24][C:23]([O:26][CH3:27])=[CH:22][CH:21]=2)[N:6]=1)([CH3:4])([CH3:3])[CH3:2].[Cl:28][C:29]1[N:34]=[C:33]([O:35][C:36]2[C:45]3[C:40](=[CH:41][CH:42]=[CH:43][CH:44]=3)[C:39]([NH2:46])=[CH:38][CH:37]=2)[CH:32]=[CH:31][N:30]=1.CCN(CC)CC, predict the reaction product. (2) Given the reactants C(NC(C)C)(C)C.C([Li])CCC.CCOP(OCC)([CH:18]([C:20]1[CH:25]=[CH:24][CH:23]=[CH:22][CH:21]=1)[CH3:19])=O.[C:29]([O:33][C:34]([N:36]1[C@@H:40]([CH2:41][CH:42]=O)[CH2:39][O:38][C:37]1([CH3:45])[CH3:44])=[O:35])([CH3:32])([CH3:31])[CH3:30], predict the reaction product. The product is: [C:29]([O:33][C:34]([N:36]1[C@@H:40]([CH2:41]/[CH:42]=[C:18](/[C:20]2[CH:21]=[CH:22][CH:23]=[CH:24][CH:25]=2)\[CH3:19])[CH2:39][O:38][C:37]1([CH3:44])[CH3:45])=[O:35])([CH3:32])([CH3:31])[CH3:30]. (3) The product is: [Cl:17][C:5]1[N:4]=[C:3]([C:2]([F:14])([F:13])[F:1])[N:11]=[C:10]2[C:6]=1[NH:7][CH:8]=[N:9]2. Given the reactants [F:1][C:2]([F:14])([F:13])[C:3]1[NH:4][C:5](=O)[C:6]2[NH:7][CH:8]=[N:9][C:10]=2[N:11]=1.O=S(Cl)[Cl:17].CN(C=O)C, predict the reaction product. (4) Given the reactants [C:1]([C:3]1[NH:4][C:5]2[C:10]([CH:11]=1)=[CH:9][CH:8]=[CH:7][C:6]=2[NH:12][S:13]([C:16]1[S:17][CH:18]=[CH:19][CH:20]=1)(=[O:15])=[O:14])#[N:2].N[CH2:22][CH2:23][SH:24].C(O)C, predict the reaction product. The product is: [S:24]1[CH2:23][CH2:22][N:2]=[C:1]1[C:3]1[NH:4][C:5]2[C:10]([CH:11]=1)=[CH:9][CH:8]=[CH:7][C:6]=2[NH:12][S:13]([C:16]1[S:17][CH:18]=[CH:19][CH:20]=1)(=[O:14])=[O:15]. (5) Given the reactants [CH2:1]([N:8]1[C:13](=[O:14])[CH:12]=[C:11]([S:15][CH2:16][C:17](=O)[CH3:18])[NH:10][C:9]1=[O:20])[C:2]1[CH:7]=[CH:6][CH:5]=[CH:4][CH:3]=1.C1(C)C=CC(S(O)(=O)=O)=CC=1, predict the reaction product. The product is: [CH2:1]([N:8]1[C:13](=[O:14])[CH:12]=[C:11]2[S:15][CH:16]=[C:17]([CH3:18])[N:10]2[C:9]1=[O:20])[C:2]1[CH:7]=[CH:6][CH:5]=[CH:4][CH:3]=1. (6) Given the reactants [CH:1]1([C:7]2[C:8]3[S:26][C:25]([C:27]([O:29][CH3:30])=[O:28])=[CH:24][C:9]=3[N:10]([CH2:19][C:20]([O:22][CH3:23])=[O:21])[C:11]=2[C:12]2[S:13][CH:14]=[CH:15][C:16]=2[CH:17]=O)[CH2:6][CH2:5][CH2:4][CH2:3][CH2:2]1.C(N[N:34]([CH2:38][CH3:39])NCC)C.[CH3:40][C:41](O)=O.[BH3-][C:45]#[N:46].[Na+].[CH2:48]1COCC1, predict the reaction product. The product is: [CH:1]1([C:7]2[C:8]3[S:26][C:25]([C:27]([O:29][CH3:30])=[O:28])=[CH:24][C:9]=3[N:10]([CH2:19][C:20]([O:22][CH3:23])=[O:21])[C:11]=2[C:12]2[S:13][CH:14]=[CH:15][C:16]=2[CH2:17][NH:46][CH2:45][CH2:48][N:34]([CH2:38][CH3:39])[CH2:40][CH3:41])[CH2:2][CH2:3][CH2:4][CH2:5][CH2:6]1.